This data is from Reaction yield outcomes from USPTO patents with 853,638 reactions. The task is: Predict the reaction yield, written as a fraction of the theoretical maximum amount of product (1.0 means a 100% yield; for example, 0.34 means a 34% yield). The reactants are [N+:1]([C:4]1[CH:5]=[C:6]([CH:9]=[CH:10][CH:11]=1)[CH2:7]Cl)([O-:3])=[O:2].[CH3:12][S:13]([O-:15])=[O:14].[Na+]. The catalyst is CN(C=O)C. The product is [CH3:12][S:13]([CH2:7][C:6]1[CH:9]=[CH:10][CH:11]=[C:4]([N+:1]([O-:3])=[O:2])[CH:5]=1)(=[O:15])=[O:14]. The yield is 0.840.